Dataset: Forward reaction prediction with 1.9M reactions from USPTO patents (1976-2016). Task: Predict the product of the given reaction. (1) Given the reactants [NH2:1][C:2]1[C:3]([O:9][CH3:10])=[N:4][C:5]([Br:8])=[CH:6][CH:7]=1.Cl.[N:12]([O-])=O.[Na+].[Sn](Cl)Cl.[OH-].[Na+], predict the reaction product. The product is: [Br:8][C:5]1[N:4]=[C:3]([O:9][CH3:10])[C:2]([NH:1][NH2:12])=[CH:7][CH:6]=1. (2) Given the reactants [Br:1][C:2]1[CH:3]=[C:4]([C:13]2[N:17]([C:18]3[CH:19]=[N:20][C:21]([F:24])=[CH:22][CH:23]=3)[N:16]=[C:15]([C:25](O)=[O:26])[CH:14]=2)[CH:5]=[C:6]([O:8][C:9]([F:12])([F:11])[F:10])[CH:7]=1.ClC1C=C(C2N(C3C=CC=CN=3)N=C([C:47]([N:49]3[CH2:53][C:52](=[O:54])[NH:51][CH2:50]3)=O)C=2)C=C(F)C=1.O=C1CNCCN1, predict the reaction product. The product is: [Br:1][C:2]1[CH:3]=[C:4]([C:13]2[N:17]([C:18]3[CH:19]=[N:20][C:21]([F:24])=[CH:22][CH:23]=3)[N:16]=[C:15]([C:25]([N:49]3[CH2:47][CH2:50][NH:51][C:52](=[O:54])[CH2:53]3)=[O:26])[CH:14]=2)[CH:5]=[C:6]([O:8][C:9]([F:11])([F:12])[F:10])[CH:7]=1.